Dataset: Catalyst prediction with 721,799 reactions and 888 catalyst types from USPTO. Task: Predict which catalyst facilitates the given reaction. (1) Reactant: [N:1]1([C:7](Cl)=[O:8])[CH2:6][CH2:5][CH2:4][CH2:3][CH2:2]1.[N:10]1[CH:11]=[CH:12][N:13]2[CH:18]=[CH:17][C:16]([CH2:19][NH:20][C:21](=[O:34])[C:22]3[CH:27]=[CH:26][C:25]([CH:28]4[CH2:33][CH2:32][NH:31][CH2:30][CH2:29]4)=[CH:24][CH:23]=3)=[CH:15][C:14]=12.C(N(CC)CC)C. Product: [N:10]1[CH:11]=[CH:12][N:13]2[CH:18]=[CH:17][C:16]([CH2:19][NH:20][C:21](=[O:34])[C:22]3[CH:23]=[CH:24][C:25]([CH:28]4[CH2:33][CH2:32][N:31]([C:7]([N:1]5[CH2:6][CH2:5][CH2:4][CH2:3][CH2:2]5)=[O:8])[CH2:30][CH2:29]4)=[CH:26][CH:27]=3)=[CH:15][C:14]=12. The catalyst class is: 60. (2) Product: [Cl:10][C:11]1[CH:12]=[CH:13][C:14]2[N:23]([C:24]([C:26]3[CH:31]=[CH:30][C:29]([O:32][CH2:33][CH2:34][CH2:35][N:36]4[CH2:41][CH2:40][N:39]([CH2:2][CH2:3][CH2:4][CH2:5][CH2:6][CH3:7])[CH2:38][CH2:37]4)=[CH:28][C:27]=3[F:42])=[O:25])[CH2:22][C:21]3[CH:20]=[N:19][N:18]([CH3:43])[C:17]=3[NH:16][C:15]=2[CH:44]=1. Reactant: Br[CH2:2][CH2:3][CH2:4][CH2:5][CH2:6][CH3:7].Cl.Cl.[Cl:10][C:11]1[CH:12]=[CH:13][C:14]2[N:23]([C:24]([C:26]3[CH:31]=[CH:30][C:29]([O:32][CH2:33][CH2:34][CH2:35][N:36]4[CH2:41][CH2:40][NH:39][CH2:38][CH2:37]4)=[CH:28][C:27]=3[F:42])=[O:25])[CH2:22][C:21]3[CH:20]=[N:19][N:18]([CH3:43])[C:17]=3[NH:16][C:15]=2[CH:44]=1. The catalyst class is: 338. (3) Reactant: [Cl:1][C:2]1[CH:27]=[CH:26][C:5]([CH2:6][N:7]2[C:12](SC)=[N:11][C:10](=[O:15])[N:9]([CH2:16][CH2:17][O:18]C3CCCCO3)[C:8]2=[O:25])=[CH:4][CH:3]=1.[F:28][C:29]1[CH:30]=[C:31]([CH:33]=[CH:34][C:35]=1[O:36][CH:37]([CH3:39])[CH3:38])[NH2:32].C(=O)(O)[O-].[Na+]. Product: [Cl:1][C:2]1[CH:3]=[CH:4][C:5]([CH2:6][N:7]2[C:12]([NH:32][C:31]3[CH:33]=[CH:34][C:35]([O:36][CH:37]([CH3:38])[CH3:39])=[C:29]([F:28])[CH:30]=3)=[N:11][C:10](=[O:15])[N:9]([CH2:16][CH2:17][OH:18])[C:8]2=[O:25])=[CH:26][CH:27]=1. The catalyst class is: 15. (4) The catalyst class is: 33. Reactant: C([NH:4][C:5]1[CH:6]=[C:7]2[C:12](=[CH:13][CH:14]=1)[C:11](=[O:15])[CH2:10][CH2:9][CH2:8]2)(=O)C. Product: [NH2:4][C:5]1[CH:6]=[C:7]2[C:12](=[CH:13][CH:14]=1)[C:11](=[O:15])[CH2:10][CH2:9][CH2:8]2. (5) Product: [Br:16][C:17]1[CH:18]=[CH:19][C:20]2[C:21]3=[N:8][N:7]([CH3:6])[CH:27]([C:28]4[CH:33]=[CH:32][C:31]([O:34][C:35]([F:38])([F:37])[F:36])=[CH:30][CH:29]=4)[CH:22]3[CH2:23][O:24][C:25]=2[CH:26]=1. Reactant: S(O)(O)(=O)=O.[CH3:6][NH:7][NH2:8].C(N(CC)CC)C.[Br:16][C:17]1[CH:26]=[C:25]2[C:20]([C:21](=O)[C:22](=[CH:27][C:28]3[CH:33]=[CH:32][C:31]([O:34][C:35]([F:38])([F:37])[F:36])=[CH:30][CH:29]=3)[CH2:23][O:24]2)=[CH:19][CH:18]=1. The catalyst class is: 8. (6) Reactant: [C:1]([O:9][CH2:10][C@H:11]([C:36]1[CH:41]=[C:40]([C:42]([F:45])([F:44])[F:43])[CH:39]=[C:38]([C:46]([F:49])([F:48])[F:47])[CH:37]=1)[O:12][C@H:13]1[CH2:21][CH2:20][C@H:19]2[C@@H:15]([CH2:16][N:17](C(OC(C)(C)C)=O)[CH2:18]2)[C@@H:14]1[C:29]1[CH:34]=[CH:33][CH:32]=[CH:31][C:30]=1[CH3:35])(=[O:8])[C:2]1[CH:7]=[CH:6][CH:5]=[CH:4][CH:3]=1.Cl. Product: [C:1]([O:9][CH2:10][C@H:11]([C:36]1[CH:41]=[C:40]([C:42]([F:43])([F:44])[F:45])[CH:39]=[C:38]([C:46]([F:49])([F:48])[F:47])[CH:37]=1)[O:12][C@H:13]1[CH2:21][CH2:20][C@H:19]2[C@@H:15]([CH2:16][NH:17][CH2:18]2)[C@@H:14]1[C:29]1[CH:34]=[CH:33][CH:32]=[CH:31][C:30]=1[CH3:35])(=[O:8])[C:2]1[CH:3]=[CH:4][CH:5]=[CH:6][CH:7]=1. The catalyst class is: 12. (7) Reactant: C([N:9]1[C:14](=[O:15])[CH:13]=[CH:12][N:11]([CH2:16][CH2:17][CH2:18][CH2:19][CH2:20][NH:21][C:22]([C:35]2[CH:40]=[CH:39][CH:38]=[CH:37][CH:36]=2)([C:29]2[CH:34]=[CH:33][CH:32]=[CH:31][CH:30]=2)[C:23]2[CH:28]=[CH:27][CH:26]=[CH:25][CH:24]=2)[C:10]1=[O:41])(=O)C1C=CC=CC=1.CO[Na]. Product: [C:22]([NH:21][CH2:20][CH2:19][CH2:18][CH2:17][CH2:16][N:11]1[CH:12]=[CH:13][C:14](=[O:15])[NH:9][C:10]1=[O:41])([C:23]1[CH:28]=[CH:27][CH:26]=[CH:25][CH:24]=1)([C:29]1[CH:30]=[CH:31][CH:32]=[CH:33][CH:34]=1)[C:35]1[CH:36]=[CH:37][CH:38]=[CH:39][CH:40]=1. The catalyst class is: 5.